From a dataset of Full USPTO retrosynthesis dataset with 1.9M reactions from patents (1976-2016). Predict the reactants needed to synthesize the given product. Given the product [CH2:1]1[C:9]2[C:4](=[CH:5][CH:6]=[CH:7][CH:8]=2)[CH2:3][CH:2]1[C@H:10]1[NH:15][C:14](=[O:16])[C@@H:13]([CH:17]([CH2:20][CH3:21])[CH2:18][CH3:19])[N:12]([CH2:22][C:23]2[CH:28]=[CH:27][CH:26]=[CH:25][C:24]=2[S:29]([NH:44][CH2:45][C:46]([O:48][CH2:49][C:50]2[CH:55]=[CH:54][CH:53]=[CH:52][CH:51]=2)=[O:47])(=[O:31])=[O:30])[C:11]1=[O:33], predict the reactants needed to synthesize it. The reactants are: [CH2:1]1[C:9]2[C:4](=[CH:5][CH:6]=[CH:7][CH:8]=2)[CH2:3][CH:2]1[C@H:10]1[NH:15][C:14](=[O:16])[C@@H:13]([CH:17]([CH2:20][CH3:21])[CH2:18][CH3:19])[N:12]([CH2:22][C:23]2[CH:28]=[CH:27][CH:26]=[CH:25][C:24]=2[S:29](Cl)(=[O:31])=[O:30])[C:11]1=[O:33].C(N(C(C)C)CC)(C)C.Cl.[NH2:44][CH2:45][C:46]([O:48][CH2:49][C:50]1[CH:55]=[CH:54][CH:53]=[CH:52][CH:51]=1)=[O:47].CO.